Task: Regression. Given a peptide amino acid sequence and an MHC pseudo amino acid sequence, predict their binding affinity value. This is MHC class I binding data.. Dataset: Peptide-MHC class I binding affinity with 185,985 pairs from IEDB/IMGT (1) The peptide sequence is KLQDCTMLV. The MHC is HLA-A02:03 with pseudo-sequence HLA-A02:03. The binding affinity (normalized) is 0.733. (2) The peptide sequence is KSAQCFKMFY. The MHC is HLA-A01:01 with pseudo-sequence HLA-A01:01. The binding affinity (normalized) is 0. (3) The peptide sequence is IDQIIHDFV. The MHC is HLA-A02:01 with pseudo-sequence HLA-A02:01. The binding affinity (normalized) is 0.